The task is: Predict the reactants needed to synthesize the given product.. This data is from Full USPTO retrosynthesis dataset with 1.9M reactions from patents (1976-2016). (1) Given the product [O:14]=[C:13]1[CH2:12][NH:11][CH2:10][CH2:9][N:8]1[CH:17]1[CH2:18][C:19]2[CH:20]=[C:21]([C:27]#[N:28])[CH:22]=[CH:23][C:24]=2[CH2:25][CH2:26]1, predict the reactants needed to synthesize it. The reactants are: C(OC([N:8]([CH:17]1[CH2:26][CH2:25][C:24]2[C:19](=[CH:20][C:21]([C:27]#[N:28])=[CH:22][CH:23]=2)[CH2:18]1)[CH2:9][CH2:10][NH:11][CH2:12][C:13](OC)=[O:14])=O)(C)(C)C. (2) Given the product [CH3:29][C:14]1[C:13]([CH2:12][CH2:11][OH:10])=[C:22]([C:23]2[CH:24]=[CH:25][CH:26]=[CH:27][CH:28]=2)[C:21]2[CH2:20][CH2:19][CH2:18][CH2:17][C:16]=2[N:15]=1, predict the reactants needed to synthesize it. The reactants are: COC1C=CC(C[O:10][CH2:11][CH2:12][C:13]2[C:14]([CH3:29])=[N:15][C:16]3[CH2:17][CH2:18][CH2:19][CH2:20][C:21]=3[C:22]=2[C:23]2[CH:28]=[CH:27][CH:26]=[CH:25][CH:24]=2)=CC=1.FC(F)(F)C(O)=O.C(=O)([O-])O.[Na+]. (3) Given the product [C:17]([C:8]1[C:9]2[C:14](=[CH:13][C:12]([CH:15]3[CH2:34][CH2:33]3)=[CH:11][CH:10]=2)[N:6]([CH:1]2[CH2:3][CH2:4][CH2:5]2)[C:7]=1[B:19]([OH:24])[OH:20])#[N:18], predict the reactants needed to synthesize it. The reactants are: [CH:1]1([N:6]2[C:14]3[C:9](=[CH:10][C:11](F)=[C:12]([CH3:15])[CH:13]=3)[C:8]([C:17]#[N:18])=[CH:7]2)[CH2:5][CH2:4][CH2:3]C1.[B:19](OC(C)C)([O:24]C(C)C)[O:20]C(C)C.[Li+].[CH3:33][CH:34]([N-]C(C)C)C. (4) Given the product [Br:1][C:2]1[CH:3]=[C:4]2[N:10]([C:14]3[C:23]4[C:18](=[CH:19][C:20]([F:24])=[CH:21][CH:22]=4)[N:17]=[C:16]([C:25]4[CH:30]=[CH:29][CH:28]=[CH:27][N:26]=4)[C:15]=3[CH:31]([CH3:33])[CH3:32])[CH2:9][C:8]([CH3:12])([CH3:11])[C:5]2=[N:6][CH:7]=1, predict the reactants needed to synthesize it. The reactants are: [Br:1][C:2]1[CH:3]=[C:4]2[NH:10][CH2:9][C:8]([CH3:12])([CH3:11])[C:5]2=[N:6][CH:7]=1.Cl[C:14]1[C:23]2[C:18](=[CH:19][C:20]([F:24])=[CH:21][CH:22]=2)[N:17]=[C:16]([C:25]2[CH:30]=[CH:29][CH:28]=[CH:27][N:26]=2)[C:15]=1[CH:31]([CH3:33])[CH3:32].Cl.O1CCOCC1. (5) Given the product [CH3:32][N:33]([CH3:38])[S:34]([N:17]1[C:18]2[CH:19]=[CH:20][C:12]([C:10]([N:7]3[CH2:8][CH2:9][CH:4]([CH3:3])[CH2:5][CH2:6]3)=[O:11])=[CH:13][C:14]=2[C:15]2[CH2:24][N:23]([C:25]([O:27][C:28]([CH3:30])([CH3:29])[CH3:31])=[O:26])[CH2:22][CH2:21][C:16]1=2)(=[O:36])=[O:35], predict the reactants needed to synthesize it. The reactants are: [H-].[Na+].[CH3:3][CH:4]1[CH2:9][CH2:8][N:7]([C:10]([C:12]2[CH:20]=[CH:19][C:18]3[NH:17][C:16]4[CH2:21][CH2:22][N:23]([C:25]([O:27][C:28]([CH3:31])([CH3:30])[CH3:29])=[O:26])[CH2:24][C:15]=4[C:14]=3[CH:13]=2)=[O:11])[CH2:6][CH2:5]1.[CH3:32][N:33]([CH3:38])[S:34](Cl)(=[O:36])=[O:35]. (6) Given the product [NH2:1][C:4]1[CH:5]=[CH:6][C:7]([O:8][C:9]2[C:18]3[C:13](=[CH:14][C:15]([O:19][CH2:20][C@H:21]([OH:23])[CH3:22])=[CH:16][CH:17]=3)[N:12]=[CH:11][CH:10]=2)=[CH:24][CH:25]=1, predict the reactants needed to synthesize it. The reactants are: [N+:1]([C:4]1[CH:25]=[CH:24][C:7]([O:8][C:9]2[C:18]3[C:13](=[CH:14][C:15]([O:19][CH2:20][C@H:21]([OH:23])[CH3:22])=[CH:16][CH:17]=3)[N:12]=[CH:11][CH:10]=2)=[CH:6][CH:5]=1)([O-])=O.C(O[K])=O. (7) Given the product [NH:8]1[C:9]2[C:5](=[CH:4][CH:3]=[C:2]([N:11]3[CH2:15][CH2:14][CH:13]([OH:16])[CH2:12]3)[CH:10]=2)[CH:6]=[CH:7]1, predict the reactants needed to synthesize it. The reactants are: Br[C:2]1[CH:10]=[C:9]2[C:5]([CH:6]=[CH:7][NH:8]2)=[CH:4][CH:3]=1.[NH:11]1[CH2:15][CH2:14][CH:13]([OH:16])[CH2:12]1.C(=O)([O-])[O-].[Cs+].[Cs+].N1CCC[C@H]1C(O)=O.